Regression. Given a peptide amino acid sequence and an MHC pseudo amino acid sequence, predict their binding affinity value. This is MHC class I binding data. From a dataset of Peptide-MHC class I binding affinity with 185,985 pairs from IEDB/IMGT. (1) The peptide sequence is AVFDSFVER. The MHC is HLA-A02:03 with pseudo-sequence HLA-A02:03. The binding affinity (normalized) is 0.0847. (2) The peptide sequence is RIPNSLHSL. The MHC is HLA-A24:02 with pseudo-sequence HLA-A24:02. The binding affinity (normalized) is 0.401.